Dataset: Reaction yield outcomes from USPTO patents with 853,638 reactions. Task: Predict the reaction yield, written as a fraction of the theoretical maximum amount of product (1.0 means a 100% yield; for example, 0.34 means a 34% yield). (1) The reactants are [NH2:1][CH2:2][C@@H:3]1[N:8]([CH2:9][C:10]2[CH:15]=[CH:14][C:13]([C:16]3[CH:21]=[CH:20][CH:19]=[CH:18][CH:17]=3)=[CH:12][CH:11]=2)[C:7](=[O:22])[C@H:6]([CH2:23][C:24]2[CH:33]=[CH:32][C:31]3[C:26](=[CH:27][CH:28]=[CH:29][CH:30]=3)[CH:25]=2)[NH:5][C:4]1=[O:34].C([O-])(=O)C.[Na+].[C:40]([O:44][C:45]([N:47]1[CH2:52][CH2:51][CH:50]([CH:53]=O)[CH2:49][CH2:48]1)=[O:46])([CH3:43])([CH3:42])[CH3:41].C([BH3-])#N.[Na+]. The catalyst is O1CCCC1.CO. The product is [C:40]([O:44][C:45]([N:47]1[CH2:52][CH2:51][CH:50]([CH2:53][NH:1][CH2:2][C@H:3]2[C:4](=[O:34])[NH:5][C@@H:6]([CH2:23][C:24]3[CH:33]=[CH:32][C:31]4[C:26](=[CH:27][CH:28]=[CH:29][CH:30]=4)[CH:25]=3)[C:7](=[O:22])[N:8]2[CH2:9][C:10]2[CH:11]=[CH:12][C:13]([C:16]3[CH:17]=[CH:18][CH:19]=[CH:20][CH:21]=3)=[CH:14][CH:15]=2)[CH2:49][CH2:48]1)=[O:46])([CH3:43])([CH3:41])[CH3:42]. The yield is 1.00. (2) The reactants are [CH2:1]([O:3][C:4](=[O:31])[CH2:5][C:6]1[C:15]2[C:10](=[CH:11][C:12]([O:16][CH2:17][C:18]3[CH:23]=[CH:22][CH:21]=[C:20]([O:24][C:25]4[CH:30]=[CH:29][CH:28]=[CH:27][CH:26]=4)[CH:19]=3)=[CH:13][CH:14]=2)[CH2:9][CH2:8][CH:7]=1)[CH3:2].N1C=CC=CC=1C1C=CC=CN=1. The catalyst is O1CCOCC1.[Pd]. The product is [CH2:1]([O:3][C:4](=[O:31])[CH2:5][CH:6]1[C:15]2[C:10](=[CH:11][C:12]([O:16][CH2:17][C:18]3[CH:23]=[CH:22][CH:21]=[C:20]([O:24][C:25]4[CH:26]=[CH:27][CH:28]=[CH:29][CH:30]=4)[CH:19]=3)=[CH:13][CH:14]=2)[CH2:9][CH2:8][CH2:7]1)[CH3:2]. The yield is 0.460. (3) The reactants are C(OC([N:6]1[CH:10]=[C:9]([C:11]2[C:12]3[CH:19]=[CH:18][N:17]([CH2:20][O:21][CH2:22][CH2:23][Si:24]([CH3:27])([CH3:26])[CH3:25])[C:13]=3[N:14]=[CH:15][N:16]=2)[CH:8]=[N:7]1)C)C.O.Cl.[OH-].[Na+]. The catalyst is O1CCCC1. The product is [NH:6]1[CH:10]=[C:9]([C:11]2[C:12]3[CH:19]=[CH:18][N:17]([CH2:20][O:21][CH2:22][CH2:23][Si:24]([CH3:27])([CH3:26])[CH3:25])[C:13]=3[N:14]=[CH:15][N:16]=2)[CH:8]=[N:7]1. The yield is 0.821. (4) The reactants are [NH2:1][C:2]1[N:7]=[C:6]([Cl:8])[C:5]([NH2:9])=[C:4](Cl)[N:3]=1.N.[OH-].[Na+].FC1C=CC2N=C[N:20](C3N=C4C(NC(=O)N4C4CCOCC4)=C(C(N4CCCCC4)=O)N=3)C=2C=1. The catalyst is O. The product is [ClH:8].[Cl:8][C:6]1[N:7]=[C:2]([NH2:1])[N:3]=[C:4]([NH2:20])[C:5]=1[NH2:9]. The yield is 0.870. (5) The reactants are [C:1]([O:5][C:6]([N:8]1[CH2:12][CH:11]([O:13][Si:14]([C:17]([CH3:20])([CH3:19])[CH3:18])([CH3:16])[CH3:15])[CH2:10][CH:9]1[C:21]([OH:23])=O)=[O:7])([CH3:4])([CH3:3])[CH3:2].[F:24][C:25]1[CH:31]=[C:30]([I:32])[CH:29]=[CH:28][C:26]=1[NH2:27].CCOC1N(C(OCC)=O)C2C(=CC=CC=2)C=C1.C(N(CC)CC)C. The catalyst is C(Cl)(Cl)Cl. The product is [C:1]([O:5][C:6]([N:8]1[CH2:12][C@H:11]([O:13][Si:14]([C:17]([CH3:20])([CH3:19])[CH3:18])([CH3:16])[CH3:15])[CH2:10][C@@H:9]1[C:21](=[O:23])[NH:27][C:26]1[CH:28]=[CH:29][C:30]([I:32])=[CH:31][C:25]=1[F:24])=[O:7])([CH3:2])([CH3:4])[CH3:3]. The yield is 0.900. (6) The reactants are C(=O)([O-])[O-].[K+].[K+].[NH2:7][CH2:8][CH:9]([C:25]1[CH:30]=[CH:29][CH:28]=[CH:27][CH:26]=1)[CH2:10][C:11]([NH:13][C:14]1[CH:24]=[CH:23][C:17]([C:18]([O:20][CH2:21][CH3:22])=[O:19])=[CH:16][CH:15]=1)=[O:12].[S:31](Cl)([C:34]1[CH:40]=[CH:39][C:37]([CH3:38])=[CH:36][CH:35]=1)(=[O:33])=[O:32]. The catalyst is O1CCOCC1.O. The product is [CH3:38][C:37]1[CH:39]=[CH:40][C:34]([S:31]([NH:7][CH2:8][CH:9]([C:25]2[CH:26]=[CH:27][CH:28]=[CH:29][CH:30]=2)[CH2:10][C:11]([NH:13][C:14]2[CH:24]=[CH:23][C:17]([C:18]([O:20][CH2:21][CH3:22])=[O:19])=[CH:16][CH:15]=2)=[O:12])(=[O:33])=[O:32])=[CH:35][CH:36]=1. The yield is 0.650.